This data is from Catalyst prediction with 721,799 reactions and 888 catalyst types from USPTO. The task is: Predict which catalyst facilitates the given reaction. (1) Reactant: [CH3:1][O:2][C:3](=[O:19])[C:4]1[C:9]([Cl:10])=[CH:8][C:7]([NH:11][CH:12]([NH:15][C:16]#[N:17])SC)=[CH:6][C:5]=1[Cl:18].[NH2:20][NH2:21]. Product: [CH3:1][O:2][C:3](=[O:19])[C:4]1[C:5]([Cl:18])=[CH:6][C:7]([NH:11][C:12]2[N:15]=[C:16]([NH2:17])[NH:21][N:20]=2)=[CH:8][C:9]=1[Cl:10]. The catalyst class is: 14. (2) Reactant: C[O:2][C:3](=[O:23])[CH2:4][C:5]1[CH:10]=[CH:9][CH:8]=[C:7]([O:11][CH2:12][C@@H:13]2[CH2:17][O:16][C:15]([CH3:19])([CH3:18])[O:14]2)[C:6]=1[N+:20]([O-:22])=[O:21].[OH-].[Li+]. Product: [CH3:18][C:15]1([CH3:19])[O:14][C@H:13]([CH2:12][O:11][C:7]2[C:6]([N+:20]([O-:22])=[O:21])=[C:5]([CH2:4][C:3]([OH:23])=[O:2])[CH:10]=[CH:9][CH:8]=2)[CH2:17][O:16]1. The catalyst class is: 5. (3) Reactant: I[C:2]1[N:6]([CH3:7])[CH:5]=[N:4][CH:3]=1.N1CCC[C@H]1C(O)=O.C(=O)([O-])[O-].[K+].[K+].[Cl:22][C:23]1[CH:28]=[CH:27][C:26]([C:29]2[NH:33][N:32]=[C:31]([CH3:34])[C:30]=2[CH2:35][C:36]([O:38][CH3:39])=[O:37])=[CH:25][CH:24]=1.[Cl-].[NH4+]. Product: [Cl:22][C:23]1[CH:24]=[CH:25][C:26]([C:29]2[N:33]([C:2]3[N:6]([CH3:7])[CH:5]=[N:4][CH:3]=3)[N:32]=[C:31]([CH3:34])[C:30]=2[CH2:35][C:36]([O:38][CH3:39])=[O:37])=[CH:27][CH:28]=1. The catalyst class is: 846. (4) Reactant: Br[C:2]1[N:3]=[C:4]([C:22]2[CH:27]=[CH:26][C:25]([F:28])=[CH:24][CH:23]=2)[N:5]([C:7]2[CH:12]=[CH:11][N:10]=[C:9]([NH:13][C@H:14]([C:16]3[CH:21]=[CH:20][CH:19]=[CH:18][CH:17]=3)[CH3:15])[N:8]=2)[CH:6]=1.C[Sn](C)(C)[C:31]1[CH:36]=[CH:35][N:34]=[CH:33][CH:32]=1.C([O-])([O-])=O.[Na+].[Na+]. Product: [F:28][C:25]1[CH:26]=[CH:27][C:22]([C:4]2[N:5]([C:7]3[CH:12]=[CH:11][N:10]=[C:9]([NH:13][C@H:14]([C:16]4[CH:21]=[CH:20][CH:19]=[CH:18][CH:17]=4)[CH3:15])[N:8]=3)[CH:6]=[C:2]([C:31]3[CH:36]=[CH:35][N:34]=[CH:33][CH:32]=3)[N:3]=2)=[CH:23][CH:24]=1. The catalyst class is: 235. (5) Reactant: [CH3:1][N:2]1[C:6]2[CH:7]=[CH:8][S:9][C:5]=2[C:4]([CH3:10])=[N:3]1.C([Li])CCC.[CH2:16]([Sn:20]([CH2:26][CH2:27][CH2:28][CH3:29])([CH2:22][CH2:23][CH2:24][CH3:25])Cl)[CH2:17][CH2:18][CH3:19]. Product: [CH3:1][N:2]1[C:6]2[CH:7]=[C:8]([Sn:20]([CH2:22][CH2:23][CH2:24][CH3:25])([CH2:26][CH2:27][CH2:28][CH3:29])[CH2:16][CH2:17][CH2:18][CH3:19])[S:9][C:5]=2[C:4]([CH3:10])=[N:3]1. The catalyst class is: 1. (6) Reactant: [C:1](=O)([O-])[O-].[K+].[K+].[CH3:7][C:8]([CH3:40])([CH3:39])[C:9]([O:11][CH2:12][N:13]1[C:22](=[O:23])[C:21]2[C:16](=[CH:17][C:18]([OH:38])=[CH:19][C:20]=2[O:24][CH2:25][C@H:26]2[CH2:30][CH2:29][CH2:28][N:27]2[C:31]([O:33][C:34]([CH3:37])([CH3:36])[CH3:35])=[O:32])[N:15]=[CH:14]1)=[O:10].S(OC)(OC)(=O)=O. Product: [CH3:7][C:8]([CH3:40])([CH3:39])[C:9]([O:11][CH2:12][N:13]1[C:22](=[O:23])[C:21]2[C:16](=[CH:17][C:18]([O:38][CH3:1])=[CH:19][C:20]=2[O:24][CH2:25][C@H:26]2[CH2:30][CH2:29][CH2:28][N:27]2[C:31]([O:33][C:34]([CH3:37])([CH3:36])[CH3:35])=[O:32])[N:15]=[CH:14]1)=[O:10]. The catalyst class is: 9.